Dataset: Reaction yield outcomes from USPTO patents with 853,638 reactions. Task: Predict the reaction yield, written as a fraction of the theoretical maximum amount of product (1.0 means a 100% yield; for example, 0.34 means a 34% yield). (1) The reactants are C(O[C:4]([C:6]1[N:7]([CH2:14][CH2:15][CH:16]([CH3:18])[CH3:17])[CH:8]=[C:9]([N+:11]([O-:13])=[O:12])[CH:10]=1)=[O:5])C.[C:29](OC(=O)O[C:29]([O:31][C:32]([CH3:35])([CH3:34])[CH3:33])=[O:30])([O:31][C:32]([CH3:35])([CH3:34])[CH3:33])=[O:30]. The catalyst is C(NCC)C. The product is [C:32]([O:31][C:29](=[O:30])[NH:7][CH2:8][CH2:9][NH:11][C:4]([C:6]1[N:7]([CH2:14][CH2:15][CH:16]([CH3:17])[CH3:18])[CH:8]=[C:9]([N+:11]([O-:13])=[O:12])[CH:10]=1)=[O:5])([CH3:33])([CH3:34])[CH3:35]. The yield is 0.690. (2) The reactants are Br[C:2]1[CH:3]=[CH:4][C:5](O)=[C:6]([C:8]2[CH:17]=[CH:16][C:15]3[C:10](=[CH:11][CH:12]=[C:13]([C:18]4[N:22]([CH:23]5[CH2:28][CH2:27][CH2:26][CH2:25][CH2:24]5)[C:21]5[CH:29]=[CH:30][C:31]([C:33]([OH:35])=[O:34])=[CH:32][C:20]=5[N:19]=4)[CH:14]=3)[N:9]=2)[CH:7]=1.C(OC(C1C=C[C:45]2[N:46](C3CCCCC3)[C:47](C3C=CC(N)=C(C=O)C=3)=[N:48][C:44]=2C=1)=O)C.N1(C2C=CC(C(=O)C)=CC=2)C=CN=C1.[OH-].[K+]. The catalyst is C(O)C. The product is [CH:23]1([N:22]2[C:21]3[CH:29]=[CH:30][C:31]([C:33]([OH:35])=[O:34])=[CH:32][C:20]=3[N:19]=[C:18]2[C:13]2[CH:14]=[C:15]3[C:10](=[CH:11][CH:12]=2)[N:9]=[C:8]([C:6]2[CH:7]=[CH:2][C:3]([N:46]4[CH:45]=[CH:44][N:48]=[CH:47]4)=[CH:4][CH:5]=2)[CH:17]=[CH:16]3)[CH2:24][CH2:25][CH2:26][CH2:27][CH2:28]1. The yield is 0.590. (3) The reactants are [CH3:1][O:2][C:3]1[CH:15]=[C:14]([N+:16]([O-])=O)[CH:13]=[CH:12][C:4]=1[O:5][CH2:6][CH2:7][CH2:8][N:9]([CH3:11])[CH3:10].[BH4-].[Na+].Cl. The catalyst is [Pd].CO. The product is [CH3:11][N:9]([CH3:10])[CH2:8][CH2:7][CH2:6][O:5][C:4]1[CH:12]=[CH:13][C:14]([NH2:16])=[CH:15][C:3]=1[O:2][CH3:1]. The yield is 0.600. (4) The reactants are [NH2:1][C:2]1[CH:7]=[CH:6][CH:5]=[CH:4][CH:3]=1.[CH:8]([C:10]([CH3:12])=O)=[CH2:9]. The catalyst is C(O)(=O)C.[Cl-].[Zn+2].[Cl-]. The product is [CH3:12][C:10]1[C:7]2[C:2](=[CH:3][CH:4]=[CH:5][CH:6]=2)[N:1]=[CH:9][CH:8]=1. The yield is 0.550. (5) The reactants are [Cl:1][C:2]1[N:7]=[C:6]([C:8]2[S:12][C:11]([C:13]([CH3:16])([CH3:15])[CH3:14])=[N:10][C:9]=2[C:17]2[C:18]([F:24])=[C:19]([CH:21]=[CH:22][CH:23]=2)[NH2:20])[CH:5]=[CH:4][N:3]=1.N1C=CC=CC=1.[F:31][C:32]1[CH:37]=[CH:36][C:35]([F:38])=[CH:34][C:33]=1[S:39](Cl)(=[O:41])=[O:40]. The catalyst is C(Cl)Cl. The product is [Cl:1][C:2]1[N:7]=[C:6]([C:8]2[S:12][C:11]([C:13]([CH3:16])([CH3:15])[CH3:14])=[N:10][C:9]=2[C:17]2[C:18]([F:24])=[C:19]([NH:20][S:39]([C:33]3[CH:34]=[C:35]([F:38])[CH:36]=[CH:37][C:32]=3[F:31])(=[O:41])=[O:40])[CH:21]=[CH:22][CH:23]=2)[CH:5]=[CH:4][N:3]=1. The yield is 0.458. (6) The reactants are [C:1]12([CH2:11][NH:12][CH2:13][C@H:14]([C:16]3[CH:21]=[CH:20][CH:19]=[CH:18][CH:17]=3)[OH:15])[CH2:10][CH:5]3[CH2:6][CH:7]([CH2:9][CH:3]([CH2:4]3)[CH2:2]1)[CH2:8]2. The catalyst is CO.O=[Pt]=O. The product is [CH:16]1([C@H:14]([OH:15])[CH2:13][NH:12][CH2:11][C:1]23[CH2:2][CH:3]4[CH2:9][CH:7]([CH2:6][CH:5]([CH2:4]4)[CH2:10]2)[CH2:8]3)[CH2:17][CH2:18][CH2:19][CH2:20][CH2:21]1. The yield is 0.400. (7) The reactants are [C:1]1([S:7]([CH3:9])=[O:8])[CH:6]=[CH:5][CH:4]=[CH:3][CH:2]=1.[OH:10]O. The catalyst is O. The product is [C:1]1([S:7]([CH3:9])(=[O:10])=[O:8])[CH:6]=[CH:5][CH:4]=[CH:3][CH:2]=1. The yield is 0.210.